This data is from Full USPTO retrosynthesis dataset with 1.9M reactions from patents (1976-2016). The task is: Predict the reactants needed to synthesize the given product. (1) Given the product [Cl:3][CH2:20][C:17]1[CH:18]=[CH:19][C:14]([CH2:13][C:9]2[C:8]([NH:24][CH2:25][CH2:26][CH2:27][CH2:28][CH3:29])=[N:7][C:6]([NH2:5])=[N:11][C:10]=2[CH3:12])=[C:15]([O:22][CH3:23])[CH:16]=1, predict the reactants needed to synthesize it. The reactants are: S(Cl)([Cl:3])=O.[NH2:5][C:6]1[N:11]=[C:10]([CH3:12])[C:9]([CH2:13][C:14]2[CH:19]=[CH:18][C:17]([CH2:20]O)=[CH:16][C:15]=2[O:22][CH3:23])=[C:8]([NH:24][CH2:25][CH2:26][CH2:27][CH2:28][CH3:29])[N:7]=1. (2) Given the product [NH2:1][C:2]1[CH:3]=[CH:4][C:5]([F:36])=[C:6]([C@@:8]2([CH3:35])[N:14]=[C:13]([NH2:15])[C@:12]3([CH2:33][F:34])[S:30](=[O:32])(=[O:31])[C@H:9]2[CH2:10][CH2:11]3)[CH:7]=1, predict the reactants needed to synthesize it. The reactants are: [NH2:1][C:2]1[CH:3]=[CH:4][C:5]([F:36])=[C:6]([C@@:8]2([CH3:35])[N:14]=[C:13]([N:15](C(OC(C)(C)C)=O)C(=O)OC(C)(C)C)[C@:12]3([CH2:33][F:34])[S:30](=[O:32])(=[O:31])[C@H:9]2[CH2:10][CH2:11]3)[CH:7]=1.FC(F)(F)C(O)=O. (3) Given the product [CH2:9]([CH:11]([CH2:14][CH2:15][CH2:16][CH3:17])[CH2:12][N:5]([CH2:12][CH:11]([CH2:9][CH3:10])[CH2:14][CH2:15][CH2:16][CH3:17])[C:4]1[CH:6]=[CH:7][CH:8]=[C:2]([CH3:1])[CH:3]=1)[CH3:10], predict the reactants needed to synthesize it. The reactants are: [CH3:1][C:2]1[CH:3]=[C:4]([CH:6]=[CH:7][CH:8]=1)[NH2:5].[CH2:9]([CH:11]([CH2:14][CH2:15][CH2:16][CH3:17])[CH2:12]Br)[CH3:10].C(=O)([O-])[O-].[K+].[K+]. (4) Given the product [CH3:1][O:2][C:3]1[CH:4]=[C:5]2[C:10](=[CH:11][C:12]=1[C:13]1[N:14]=[N:15][C:16]([N:19]([CH3:30])[CH:20]3[CH2:25][C:24]([CH3:26])([CH3:27])[NH:23][C:22]([CH3:28])([CH3:29])[CH2:21]3)=[CH:17][CH:18]=1)[C:9]([C:31]([NH2:32])=[O:33])=[N:8][CH:7]=[CH:6]2, predict the reactants needed to synthesize it. The reactants are: [CH3:1][O:2][C:3]1[CH:4]=[C:5]2[C:10](=[CH:11][C:12]=1[C:13]1[N:14]=[N:15][C:16]([N:19]([CH3:30])[CH:20]3[CH2:25][C:24]([CH3:27])([CH3:26])[NH:23][C:22]([CH3:29])([CH3:28])[CH2:21]3)=[CH:17][CH:18]=1)[C:9]([C:31]#[N:32])=[N:8][CH:7]=[CH:6]2.[OH-:33].[K+].OO. (5) Given the product [CH3:9][C:7]1[CH:6]=[C:5]2[N:4]([CH:8]=1)[N:3]=[CH:1][NH:12][C:10]2=[O:11], predict the reactants needed to synthesize it. The reactants are: [CH:1]([NH:3][N:4]1[CH:8]=[C:7]([CH3:9])[CH:6]=[C:5]1[C:10]([NH2:12])=[O:11])=O.C[O-].[Na+]. (6) Given the product [CH3:13][N:14]1[CH2:19][CH2:18][N:17]([C:2]2[C:11]3[CH2:10][CH2:9][CH2:8][CH2:7][C:6]=3[N:5]=[C:4]([NH2:12])[N:3]=2)[CH2:16][CH2:15]1, predict the reactants needed to synthesize it. The reactants are: Cl[C:2]1[C:11]2[CH2:10][CH2:9][CH2:8][CH2:7][C:6]=2[N:5]=[C:4]([NH2:12])[N:3]=1.[CH3:13][N:14]1[CH2:19][CH2:18][NH:17][CH2:16][CH2:15]1. (7) Given the product [OH:17][C:12]1[N:11]=[C:8]2[NH:9][CH2:10][C:5]3([CH2:4][CH2:3]3)[CH2:6][N:7]2[C:14](=[O:15])[CH:13]=1, predict the reactants needed to synthesize it. The reactants are: [Na].Br.[CH2:3]1[C:5]2([CH2:10][NH:9][C:8]([NH2:11])=[N:7][CH2:6]2)[CH2:4]1.[C:12](OCC)(=[O:17])[CH2:13][C:14]([O-])=[O:15].